From a dataset of Reaction yield outcomes from USPTO patents with 853,638 reactions. Predict the reaction yield, written as a fraction of the theoretical maximum amount of product (1.0 means a 100% yield; for example, 0.34 means a 34% yield). (1) The reactants are [CH:1]1([C:6]2[C:14]3[C:9](=[CH:10][C:11]([C:15]([O:17][CH:18]([CH3:20])[CH3:19])=[O:16])=[CH:12][CH:13]=3)[N:8]([CH3:21])[CH:7]=2)[CH2:5][CH2:4][CH2:3][CH2:2]1.[Br:22]Br. The catalyst is C(#N)C. The product is [Br:22][C:7]1[N:8]([CH3:21])[C:9]2[C:14]([C:6]=1[CH:1]1[CH2:2][CH2:3][CH2:4][CH2:5]1)=[CH:13][CH:12]=[C:11]([C:15]([O:17][CH:18]([CH3:19])[CH3:20])=[O:16])[CH:10]=2. The yield is 0.870. (2) The reactants are [C:1]1([CH2:7][O:8][C:9]2[CH:14]=[CH:13][C:12]([C:15]3[C:24]([C:25]([F:28])([F:27])[F:26])=[CH:23][C:22]4[C:17](=[CH:18][CH:19]=[CH:20][CH:21]=4)[C:16]=3[O:29][C:30]3[CH:37]=[CH:36][C:33]([CH:34]=[O:35])=[CH:32][CH:31]=3)=[CH:11][CH:10]=2)[CH:6]=[CH:5][CH:4]=[CH:3][CH:2]=1.[C-]#N.[Na+].[CH3:41][OH:42]. The catalyst is C(Cl)Cl.CCOC(C)=O.O=[Mn]=O. The product is [C:1]1([CH2:7][O:8][C:9]2[CH:10]=[CH:11][C:12]([C:15]3[C:24]([C:25]([F:27])([F:26])[F:28])=[CH:23][C:22]4[C:17](=[CH:18][CH:19]=[CH:20][CH:21]=4)[C:16]=3[O:29][C:30]3[CH:31]=[CH:32][C:33]([C:34]([O:42][CH3:41])=[O:35])=[CH:36][CH:37]=3)=[CH:13][CH:14]=2)[CH:6]=[CH:5][CH:4]=[CH:3][CH:2]=1. The yield is 0.860. (3) The reactants are [Cl:1][C:2]1[CH:7]=[CH:6][CH:5]=[CH:4][C:3]=1[C:8]1[C:12]([C:13]([C:15]2[CH:20]=[CH:19][C:18]([O:21][CH:22]3[CH2:25][N:24]([CH2:26][CH2:27][CH3:28])[CH2:23]3)=[CH:17][CH:16]=2)=O)=[C:11]([C:29]2[CH:34]=[CH:33][C:32]([OH:35])=[CH:31][CH:30]=2)[O:10][N:9]=1.[CH3:36][Li].O. The yield is 0.380. The product is [Cl:1][C:2]1[CH:7]=[CH:6][CH:5]=[CH:4][C:3]=1[C:8]1[C:12]([C:13]([C:15]2[CH:16]=[CH:17][C:18]([O:21][CH:22]3[CH2:25][N:24]([CH2:26][CH2:27][CH3:28])[CH2:23]3)=[CH:19][CH:20]=2)=[CH2:36])=[C:11]([C:29]2[CH:34]=[CH:33][C:32]([OH:35])=[CH:31][CH:30]=2)[O:10][N:9]=1. The catalyst is C1COCC1.